This data is from Forward reaction prediction with 1.9M reactions from USPTO patents (1976-2016). The task is: Predict the product of the given reaction. (1) Given the reactants C1N=CN(C(N2C=NC=C2)=O)C=1.[CH3:13][S:14]([CH2:17][CH2:18][CH2:19][O:20][C:21]1[CH:29]=[CH:28][CH:27]=[C:26]2[C:22]=1[CH:23]=[CH:24][N:25]2[C:30]1[CH:35]=[CH:34][N:33]=[C:32]([NH:36][CH:37]2[CH2:42][CH2:41][CH:40]([C:43]([OH:45])=O)[CH2:39][CH2:38]2)[N:31]=1)(=[O:16])=[O:15].[CH3:46][N:47]([CH:49]1[CH2:54][CH2:53][NH:52][CH2:51][CH2:50]1)[CH3:48], predict the reaction product. The product is: [CH3:46][N:47]([CH3:48])[CH:49]1[CH2:54][CH2:53][N:52]([C:43]([CH:40]2[CH2:39][CH2:38][CH:37]([NH:36][C:32]3[N:31]=[C:30]([N:25]4[C:26]5[C:22](=[C:21]([O:20][CH2:19][CH2:18][CH2:17][S:14]([CH3:13])(=[O:15])=[O:16])[CH:29]=[CH:28][CH:27]=5)[CH:23]=[CH:24]4)[CH:35]=[CH:34][N:33]=3)[CH2:42][CH2:41]2)=[O:45])[CH2:51][CH2:50]1. (2) Given the reactants [CH3:1][O:2][C:3]1[CH:10]=[CH:9][C:6]([CH2:7][Cl:8])=[CH:5][CH:4]=1.[C:11]1([P:17]([C:24]2[CH:29]=[CH:28][CH:27]=[CH:26][CH:25]=2)[C:18]2[CH:23]=[CH:22][CH:21]=[CH:20][CH:19]=2)[CH:16]=[CH:15][CH:14]=[CH:13][CH:12]=1, predict the reaction product. The product is: [Cl-:8].[CH3:1][O:2][C:3]1[CH:10]=[CH:9][C:6]([CH2:7][P+:17]([C:18]2[CH:19]=[CH:20][CH:21]=[CH:22][CH:23]=2)([C:24]2[CH:29]=[CH:28][CH:27]=[CH:26][CH:25]=2)[C:11]2[CH:12]=[CH:13][CH:14]=[CH:15][CH:16]=2)=[CH:5][CH:4]=1.